Dataset: Reaction yield outcomes from USPTO patents with 853,638 reactions. Task: Predict the reaction yield, written as a fraction of the theoretical maximum amount of product (1.0 means a 100% yield; for example, 0.34 means a 34% yield). (1) The reactants are [OH:1][CH2:2][CH2:3][CH2:4][NH:5][C:6]1[CH:13]=[CH:12][C:9]([C:10]#[N:11])=[CH:8][CH:7]=1.C1CCC(=C(F)CNCC2C=CC(F)=CC=2)CC1.[C:32]1([CH3:42])[CH:37]=[CH:36][C:35]([S:38](Cl)(=[O:40])=[O:39])=[CH:34][CH:33]=1. The catalyst is CC#N. The product is [CH3:42][C:32]1[CH:37]=[CH:36][C:35]([S:38]([O:1][CH2:2][CH2:3][CH2:4][NH:5][C:6]2[CH:13]=[CH:12][C:9]([C:10]#[N:11])=[CH:8][CH:7]=2)(=[O:40])=[O:39])=[CH:34][CH:33]=1. The yield is 0.770. (2) The reactants are [NH2:1][C:2]1[CH:7]=[CH:6][CH:5]=[CH:4][C:3]=1[C:8]1[O:12][C:11]([NH:13][C:14]2[CH:23]=[CH:22][C:17]3[O:18][CH2:19][CH2:20][O:21][C:16]=3[CH:15]=2)=[N:10][CH:9]=1.[CH:24]1[C:29]([CH:30]=O)=[CH:28][C:27]2[O:32][CH2:33][O:34][C:26]=2[CH:25]=1.[BH-](OC(C)=O)(OC(C)=O)OC(C)=O.[Na+].C(OCC)(=O)C. The catalyst is C1C=CC=CC=1.CC(O)=O.O. The product is [O:34]1[C:26]2[CH:25]=[CH:24][C:29]([CH2:30][NH:1][C:2]3[CH:7]=[CH:6][CH:5]=[CH:4][C:3]=3[C:8]3[O:12][C:11]([NH:13][C:14]4[CH:23]=[CH:22][C:17]5[O:18][CH2:19][CH2:20][O:21][C:16]=5[CH:15]=4)=[N:10][CH:9]=3)=[CH:28][C:27]=2[O:32][CH2:33]1. The yield is 0.300. (3) The reactants are [F:1][C:2]1([CH2:8][N:9]2[CH2:14][CH2:13][CH:12]([CH2:15][O:16][C:17]3[CH:22]=[CH:21][C:20]([C:23]4[CH:28]=[CH:27][C:26]([C:29]([O:31]C)=[O:30])=[CH:25][CH:24]=4)=[CH:19][CH:18]=3)[CH2:11][CH2:10]2)[CH2:7][CH2:6][CH2:5][CH2:4][CH2:3]1.O[Li].O. The catalyst is C(C1C=C(OCC2CCN(CC(CC)(F)CC)CC2)C=CC=1C1C=CC(C(O)=O)=CC=1)#N. The product is [F:1][C:2]1([CH2:8][N:9]2[CH2:10][CH2:11][CH:12]([CH2:15][O:16][C:17]3[CH:18]=[CH:19][C:20]([C:23]4[CH:28]=[CH:27][C:26]([C:29]([OH:31])=[O:30])=[CH:25][CH:24]=4)=[CH:21][CH:22]=3)[CH2:13][CH2:14]2)[CH2:3][CH2:4][CH2:5][CH2:6][CH2:7]1. The yield is 0.980. (4) The reactants are [NH2:1][C:2]1[CH:7]=[CH:6][C:5]([OH:8])=[CH:4][CH:3]=1.[CH3:9][N:10]1[C:14]([CH3:15])=[C:13]([C:16](O)=[O:17])[C:12](=[O:19])[N:11]1[C:20]1[CH:25]=[CH:24][CH:23]=[CH:22][CH:21]=1.CCN=C=NCCCN(C)C.C1C=NC2N(O)N=NC=2C=1. The catalyst is C(Cl)Cl.CCOC(C)=O.O. The product is [OH:8][C:5]1[CH:6]=[CH:7][C:2]([NH:1][C:16]([C:13]2[C:12](=[O:19])[N:11]([C:20]3[CH:21]=[CH:22][CH:23]=[CH:24][CH:25]=3)[N:10]([CH3:9])[C:14]=2[CH3:15])=[O:17])=[CH:3][CH:4]=1. The yield is 0.525. (5) The reactants are C[Mg]Br.[C:4]1(C)C=CC=CC=1.[CH2:11]([O:13][P:14]([N:19]1[CH:25]2[CH:20]1[CH2:21][CH2:22][N:23]([C:26]([O:28][CH2:29][C:30]1[CH:35]=[CH:34][CH:33]=[CH:32][CH:31]=1)=[O:27])[CH2:24]2)([O:16][CH2:17][CH3:18])=[O:15])[CH3:12].O. The catalyst is C1COCC1. The product is [CH2:11]([O:13][P:14]([NH:19][C@H:25]1[C@H:20]([CH3:4])[CH2:21][CH2:22][N:23]([C:26]([O:28][CH2:29][C:30]2[CH:35]=[CH:34][CH:33]=[CH:32][CH:31]=2)=[O:27])[CH2:24]1)([O:16][CH2:17][CH3:18])=[O:15])[CH3:12]. The yield is 0.480.